From a dataset of hERG potassium channel inhibition data for cardiac toxicity prediction from Karim et al.. Regression/Classification. Given a drug SMILES string, predict its toxicity properties. Task type varies by dataset: regression for continuous values (e.g., LD50, hERG inhibition percentage) or binary classification for toxic/non-toxic outcomes (e.g., AMES mutagenicity, cardiotoxicity, hepatotoxicity). Dataset: herg_karim. (1) The drug is OC1(c2ccc(F)cc2)CCN(c2ccc3nnc(C(F)(F)F)n3n2)CC1. The result is 0 (non-blocker). (2) The molecule is Oc1ccc(-c2cnc3nc(N4CCC(N5CCCCC5)CC4)sc3c2)cn1. The result is 0 (non-blocker). (3) The molecule is O=C(CN1CCCN(Cc2nc3ccccc3[nH]2)CC1)Nc1ccc(C(F)(F)F)cc1. The result is 1 (blocker). (4) The compound is N#Cc1ccc(OCCN2CC3CN(CCNS(=O)(=O)c4ccc5c(c4)CCO5)CC(C2)O3)c(F)c1. The result is 0 (non-blocker).